From a dataset of Retrosynthesis with 50K atom-mapped reactions and 10 reaction types from USPTO. Predict the reactants needed to synthesize the given product. (1) Given the product CC1(C)[C@H]2[C@H](C(Cl)(Cl)Cl)O[C@H](O)[C@H]21, predict the reactants needed to synthesize it. The reactants are: CC1(C)[C@H]2[C@H](C(Cl)(Cl)Cl)OC(=O)[C@H]21. (2) Given the product Cc1nc2ccc(N3CC4CNCC4C3)nn2c1-c1ccnc(CN)c1, predict the reactants needed to synthesize it. The reactants are: Cc1nc2ccc(N3CC4CN(Cc5ccccc5)CC4C3)nn2c1-c1ccnc(CN)c1.